This data is from Full USPTO retrosynthesis dataset with 1.9M reactions from patents (1976-2016). The task is: Predict the reactants needed to synthesize the given product. (1) Given the product [Br:1][C:2]1[C:3]([O:9][CH3:10])=[N:4][C:5]([NH:15][C:14]2[CH:16]=[CH:17][C:18]([F:19])=[C:12]([Cl:11])[CH:13]=2)=[N:6][CH:7]=1, predict the reactants needed to synthesize it. The reactants are: [Br:1][C:2]1[C:3]([O:9][CH3:10])=[N:4][C:5](Cl)=[N:6][CH:7]=1.[Cl:11][C:12]1[CH:13]=[C:14]([CH:16]=[CH:17][C:18]=1[F:19])[NH2:15]. (2) Given the product [N:25]([C@@H:6]([C:16]1[CH:21]=[CH:20][C:19]([CH:22]([F:24])[F:23])=[N:18][CH:17]=1)[CH2:7][O:8][Si:9]([C:12]([CH3:15])([CH3:14])[CH3:13])([CH3:11])[CH3:10])=[N+:26]=[N-:27], predict the reactants needed to synthesize it. The reactants are: CS(O[C@H:6]([C:16]1[CH:17]=[N:18][C:19]([CH:22]([F:24])[F:23])=[CH:20][CH:21]=1)[CH2:7][O:8][Si:9]([C:12]([CH3:15])([CH3:14])[CH3:13])([CH3:11])[CH3:10])(=O)=O.[N-:25]=[N+:26]=[N-:27].[Na+].